This data is from Catalyst prediction with 721,799 reactions and 888 catalyst types from USPTO. The task is: Predict which catalyst facilitates the given reaction. Reactant: [CH2:1]([N:3]1[C:15]2[CH:14]=[CH:13][C:12]([CH:16]=O)=[CH:11][C:10]=2[C:9]2[C:4]1=[CH:5][CH:6]=[CH:7][CH:8]=2)[CH3:2].[NH:18]1[CH2:23][CH2:22][CH:21]([C:24]2[CH:25]=[C:26]([NH:30][C:31]([CH:33]3[CH2:35][CH2:34]3)=[O:32])[CH:27]=[CH:28][CH:29]=2)[CH2:20][CH2:19]1. Product: [CH2:1]([N:3]1[C:15]2[CH:14]=[CH:13][C:12]([CH2:16][N:18]3[CH2:23][CH2:22][CH:21]([C:24]4[CH:25]=[C:26]([NH:30][C:31]([CH:33]5[CH2:34][CH2:35]5)=[O:32])[CH:27]=[CH:28][CH:29]=4)[CH2:20][CH2:19]3)=[CH:11][C:10]=2[C:9]2[C:4]1=[CH:5][CH:6]=[CH:7][CH:8]=2)[CH3:2]. The catalyst class is: 52.